From a dataset of Forward reaction prediction with 1.9M reactions from USPTO patents (1976-2016). Predict the product of the given reaction. Given the reactants [CH2:1]([N:8]1[CH2:13][CH2:12][C:11]2([C:21]3[C:16](=[CH:17][CH:18]=[CH:19][C:20]=3[CH2:22][NH:23]C(OC(C)(C)C)=O)[N:15](C(OC(C)(C)C)=O)[CH2:14]2)[CH2:10][CH2:9]1)[C:2]1[CH:7]=[CH:6][CH:5]=[CH:4][CH:3]=1.[Cl:38]N1C(=O)CCC1=O, predict the reaction product. The product is: [CH2:1]([N:8]1[CH2:13][CH2:12][C:11]2([C:21]3[C:16](=[CH:17][CH:18]=[C:19]([Cl:38])[C:20]=3[CH2:22][NH2:23])[NH:15][CH2:14]2)[CH2:10][CH2:9]1)[C:2]1[CH:7]=[CH:6][CH:5]=[CH:4][CH:3]=1.